This data is from Forward reaction prediction with 1.9M reactions from USPTO patents (1976-2016). The task is: Predict the product of the given reaction. (1) Given the reactants [N:1]1[O:2][N:3]=[C:4]2[CH:9]=[C:8]([CH2:10][CH2:11][N:12]3[CH2:17][CH2:16][NH:15][CH2:14][C:13]3=[O:18])[CH:7]=[CH:6][C:5]=12.Br[CH2:20][CH2:21][C:22]1[CH:31]=[CH:30][C:25]2[C:26](=[O:29])[O:27][CH2:28][C:24]=2[CH:23]=1.C(N(CC)CC)C.CN(C=O)C, predict the reaction product. The product is: [N:1]1[O:2][N:3]=[C:4]2[CH:9]=[C:8]([CH2:10][CH2:11][N:12]3[CH2:17][CH2:16][N:15]([CH2:20][CH2:21][C:22]4[CH:31]=[CH:30][C:25]5[C:26](=[O:29])[O:27][CH2:28][C:24]=5[CH:23]=4)[CH2:14][C:13]3=[O:18])[CH:7]=[CH:6][C:5]=12. (2) Given the reactants Cl.[C:2]1([S:8]([C:11]2[CH:23]=[CH:22][C:14]3[O:15][C@@H:16]([CH2:19][NH:20][CH3:21])[CH2:17][O:18][C:13]=3[CH:12]=2)(=[O:10])=[O:9])[CH:7]=[CH:6][CH:5]=[CH:4][CH:3]=1, predict the reaction product. The product is: [C:2]1([S:8]([C:11]2[CH:23]=[CH:22][C:14]3[O:15][C@H:16]([CH2:19][NH:20][CH3:21])[CH2:17][O:18][C:13]=3[CH:12]=2)(=[O:10])=[O:9])[CH:3]=[CH:4][CH:5]=[CH:6][CH:7]=1. (3) Given the reactants [F:1][C:2]([F:18])([F:17])[C:3](=O)[C:4]([C:9]1[CH:14]=[CH:13][C:12]([F:15])=[CH:11][CH:10]=1)=[CH:5][C:6](O)=[O:7].O.[NH2:20][NH2:21], predict the reaction product. The product is: [F:15][C:12]1[CH:13]=[CH:14][C:9]([C:4]2[C:3]([C:2]([F:18])([F:17])[F:1])=[N:21][NH:20][C:6](=[O:7])[CH:5]=2)=[CH:10][CH:11]=1. (4) The product is: [F:1][C:2]1[CH:3]=[C:4]([C:28]2[C:29]([C:34]#[N:35])=[CH:30][CH:31]=[CH:32][CH:33]=2)[CH:5]=[CH:6][C:7]=1[CH2:8][C:9]1[C:14](=[O:15])[N:13]([C:16]2[CH:21]=[CH:20][C:19]([OH:22])=[CH:18][CH:17]=2)[C:12]([CH3:24])=[N:11][C:10]=1[CH2:25][CH2:26][CH3:27]. Given the reactants [F:1][C:2]1[CH:3]=[C:4]([C:28]2[C:29]([C:34]#[N:35])=[CH:30][CH:31]=[CH:32][CH:33]=2)[CH:5]=[CH:6][C:7]=1[CH2:8][C:9]1[C:14](=[O:15])[N:13]([C:16]2[CH:21]=[CH:20][C:19]([O:22]C)=[CH:18][CH:17]=2)[C:12]([CH3:24])=[N:11][C:10]=1[CH2:25][CH2:26][CH3:27].BrB(Br)Br.C(OCC)(=O)C.O, predict the reaction product. (5) Given the reactants [O:1]1[C:5]2[CH:6]=[CH:7][C:8]([C:10]3[O:14][CH:13]=[N:12][CH:11]=3)=[CH:9][C:4]=2[O:3][CH2:2]1.C[Si]([N-][Si](C)(C)C)(C)C.[Li+].[Br:25]NC(=O)CCC(N)=O.[OH-].[Na+], predict the reaction product. The product is: [O:1]1[C:5]2[CH:6]=[CH:7][C:8]([C:10]3[O:14][CH:13]=[N:12][C:11]=3[Br:25])=[CH:9][C:4]=2[O:3][CH2:2]1. (6) Given the reactants [CH2:1]([N:3]1[CH2:7][CH2:6][C@H:5]([C:8]([C:18]2[CH:23]=[CH:22][CH:21]=[CH:20][CH:19]=2)([C:12]2[CH:17]=[CH:16][CH:15]=[CH:14][CH:13]=2)[C:9](N)=[O:10])[CH2:4]1)[CH3:2].[OH-:24].[Na+].[BrH:26], predict the reaction product. The product is: [CH2:1]([N:3]1[CH2:7][CH2:6][C@H:5]([C:8]([C:12]2[CH:17]=[CH:16][CH:15]=[CH:14][CH:13]=2)([C:18]2[CH:23]=[CH:22][CH:21]=[CH:20][CH:19]=2)[C:9]([OH:24])=[O:10])[CH2:4]1)[CH3:2].[BrH:26].[CH2:1]([N:3]1[CH2:7][CH2:6][C@H:5]([C:8]([C:12]2[CH:17]=[CH:16][CH:15]=[CH:14][CH:13]=2)([C:18]2[CH:23]=[CH:22][CH:21]=[CH:20][CH:19]=2)[C:9]([OH:24])=[O:10])[CH2:4]1)[CH3:2]. (7) Given the reactants C(N(CCCC)C(C1N=C(C2C=CC(C(O)=O)=CC=2C(N2[C@H](CO)CC3C(=CC=CC=3)C2)=O)N(CCC2C=CC=CC=2)C=1)=O)CCC.[Si:48]([O:55][CH2:56][CH2:57][N:58]1[CH:62]=[C:61]([C:63](=[O:73])[N:64]([CH2:69][CH2:70][CH2:71][CH3:72])[CH2:65][CH2:66][CH2:67][CH3:68])[N:60]=[C:59]1[C:74]1[CH:83]=[CH:82][C:77]([C:78]([O:80]C)=[O:79])=[CH:76][C:75]=1[C:84]([N:86]1[C@H:95]([CH2:96][O:97][Si:98]([C:101]([CH3:104])([CH3:103])[CH3:102])([CH3:100])[CH3:99])[CH2:94][C:93]2[C:88](=[CH:89][CH:90]=[CH:91][CH:92]=2)[CH2:87]1)=[O:85])([C:51]([CH3:54])([CH3:53])[CH3:52])([CH3:50])[CH3:49], predict the reaction product. The product is: [Si:48]([O:55][CH2:56][CH2:57][N:58]1[CH:62]=[C:61]([C:63](=[O:73])[N:64]([CH2:65][CH2:66][CH2:67][CH3:68])[CH2:69][CH2:70][CH2:71][CH3:72])[N:60]=[C:59]1[C:74]1[CH:83]=[CH:82][C:77]([C:78]([OH:80])=[O:79])=[CH:76][C:75]=1[C:84]([N:86]1[C@H:95]([CH2:96][O:97][Si:98]([C:101]([CH3:103])([CH3:102])[CH3:104])([CH3:99])[CH3:100])[CH2:94][C:93]2[C:88](=[CH:89][CH:90]=[CH:91][CH:92]=2)[CH2:87]1)=[O:85])([C:51]([CH3:53])([CH3:52])[CH3:54])([CH3:50])[CH3:49]. (8) Given the reactants [C:1]([O:9][C:10]1[CH:18]=[CH:17][CH:16]=[C:15]2[C:11]=1[CH2:12][CH2:13][CH:14]2O)(=[O:8])[C:2]1[CH:7]=[CH:6][CH:5]=[CH:4][CH:3]=1.[CH3:20][S:21][C:22]1[N:27]=[C:26]2[NH:28][N:29]=[CH:30][C:25]2=[CH:24][N:23]=1, predict the reaction product. The product is: [C:1]([O:9][C:10]1[CH:18]=[CH:17][CH:16]=[C:15]2[C:11]=1[CH2:12][CH2:13][CH:14]2[N:28]1[C:26]2=[N:27][C:22]([S:21][CH3:20])=[N:23][CH:24]=[C:25]2[CH:30]=[N:29]1)(=[O:8])[C:2]1[CH:7]=[CH:6][CH:5]=[CH:4][CH:3]=1. (9) Given the reactants [CH:1]([S:4][S:5][CH2:6][CH:7]([NH:17][C:18](=[O:24])[O:19][CH2:20][CH:21]([CH3:23])[CH3:22])[C:8](=[O:16])[NH:9][CH:10]1[CH2:15][CH2:14][NH:13][CH2:12][CH2:11]1)([CH3:3])[CH3:2].[O:25]=[P:26]([Cl:29])(Cl)[Cl:27].[CH3:30]CN(CC)CC, predict the reaction product. The product is: [C:1]([S:4][S:5][CH2:6][CH:7]([NH:17][C:18](=[O:24])[O:19][CH2:20][CH:21]([CH3:23])[CH3:22])[C:8]([NH:9][CH:10]1[CH2:11][CH2:12][N:13]([P:26]([Cl:29])([Cl:27])=[O:25])[CH2:14][CH2:15]1)=[O:16])([CH3:30])([CH3:3])[CH3:2]. (10) The product is: [Cl:13][C:11]1[CH:12]=[C:2]([O:1][CH2:18][CH3:19])[CH:3]=[C:9]([CH3:8])[C:10]=1[N+:14]([O-:16])=[O:15]. Given the reactants [O-:1][CH2:2][CH3:3].[Na+].[Na].FC1[CH:12]=[C:11]([Cl:13])[C:10]([N+:14]([O-:16])=[O:15])=[CH:9][C:8]=1C.[CH3:18][CH2:19]O, predict the reaction product.